Dataset: Full USPTO retrosynthesis dataset with 1.9M reactions from patents (1976-2016). Task: Predict the reactants needed to synthesize the given product. Given the product [N+:6]([C:9]1[CH:17]=[C:16]([C:18]([F:19])([F:20])[F:21])[CH:15]=[CH:14][C:10]=1[C:11]([O:13][CH3:22])=[O:12])([O-:8])=[O:7], predict the reactants needed to synthesize it. The reactants are: S(=O)(=O)(O)O.[N+:6]([C:9]1[CH:17]=[C:16]([C:18]([F:21])([F:20])[F:19])[CH:15]=[CH:14][C:10]=1[C:11]([OH:13])=[O:12])([O-:8])=[O:7].[CH3:22]O.